Task: Predict the product of the given reaction.. Dataset: Forward reaction prediction with 1.9M reactions from USPTO patents (1976-2016) (1) Given the reactants [OH:1][CH2:2][C@@H:3]1[CH2:7][CH2:6][CH2:5][N:4]1[C:8]1[C:9]([C:22]2[CH:27]=[CH:26][CH:25]=[CH:24][CH:23]=2)=[N:10][C:11]2[C:16]([N:17]=1)=[CH:15][C:14]([C:18]([O:20]C)=[O:19])=[CH:13][CH:12]=2.[OH-].[Na+], predict the reaction product. The product is: [OH:1][CH2:2][C@@H:3]1[CH2:7][CH2:6][CH2:5][N:4]1[C:8]1[C:9]([C:22]2[CH:27]=[CH:26][CH:25]=[CH:24][CH:23]=2)=[N:10][C:11]2[C:16]([N:17]=1)=[CH:15][C:14]([C:18]([OH:20])=[O:19])=[CH:13][CH:12]=2. (2) Given the reactants [F:1][C:2]1[CH:3]=[CH:4][C:5]([OH:10])=[C:6]([CH:9]=1)[CH:7]=[O:8].C(N(CC)CC)C.[CH3:18][S:19](Cl)(=[O:21])=[O:20], predict the reaction product. The product is: [F:1][C:2]1[CH:3]=[CH:4][C:5]([O:10][S:19]([CH3:18])(=[O:21])=[O:20])=[C:6]([CH:7]=[O:8])[CH:9]=1. (3) Given the reactants [F:1][CH:2]([F:24])[CH2:3][O:4][C@@H:5]1[CH2:9][N:8](C(OCC2C=CC=CC=2)=O)[C@H:7]([C:20]([O:22][CH3:23])=[O:21])[CH2:6]1, predict the reaction product. The product is: [F:24][CH:2]([F:1])[CH2:3][O:4][C@@H:5]1[CH2:9][NH:8][C@H:7]([C:20]([O:22][CH3:23])=[O:21])[CH2:6]1. (4) The product is: [NH2:1][C:2]1[C:3]2[C:29]([CH3:36])([C:30]([NH:32][CH:33]3[CH2:35][CH2:34]3)=[O:31])[C:28](=[O:37])[NH:27][C:4]=2[N:5]=[C:6]([C:8]2[C:16]3[C:11](=[N:12][C:13]([O:39][CH3:38])=[CH:14][CH:15]=3)[N:10]([CH2:18][CH2:19][C:20]([F:26])([F:25])[C:21]([F:24])([F:23])[F:22])[N:9]=2)[N:7]=1. Given the reactants [NH2:1][C:2]1[C:3]2[C:29]([CH3:36])([C:30]([NH:32][CH:33]3[CH2:35][CH2:34]3)=[O:31])[C:28](=[O:37])[NH:27][C:4]=2[N:5]=[C:6]([C:8]2[C:16]3[C:11](=[N:12][C:13](Cl)=[CH:14][CH:15]=3)[N:10]([CH2:18][CH2:19][C:20]([F:26])([F:25])[C:21]([F:24])([F:23])[F:22])[N:9]=2)[N:7]=1.[CH3:38][O-:39].[Na+].Cl, predict the reaction product.